From a dataset of NCI-60 drug combinations with 297,098 pairs across 59 cell lines. Regression. Given two drug SMILES strings and cell line genomic features, predict the synergy score measuring deviation from expected non-interaction effect. (1) Drug 1: CN(CC1=CN=C2C(=N1)C(=NC(=N2)N)N)C3=CC=C(C=C3)C(=O)NC(CCC(=O)O)C(=O)O. Drug 2: CC(C)CN1C=NC2=C1C3=CC=CC=C3N=C2N. Cell line: A498. Synergy scores: CSS=25.6, Synergy_ZIP=-2.08, Synergy_Bliss=0.0648, Synergy_Loewe=-14.9, Synergy_HSA=-2.70. (2) Drug 2: CNC(=O)C1=NC=CC(=C1)OC2=CC=C(C=C2)NC(=O)NC3=CC(=C(C=C3)Cl)C(F)(F)F. Drug 1: CCCCCOC(=O)NC1=NC(=O)N(C=C1F)C2C(C(C(O2)C)O)O. Synergy scores: CSS=2.84, Synergy_ZIP=-2.77, Synergy_Bliss=-4.65, Synergy_Loewe=-2.22, Synergy_HSA=-4.19. Cell line: SNB-19. (3) Drug 1: C1CN1P(=S)(N2CC2)N3CC3. Drug 2: COC1=C2C(=CC3=C1OC=C3)C=CC(=O)O2. Cell line: SN12C. Synergy scores: CSS=27.5, Synergy_ZIP=-9.64, Synergy_Bliss=-6.84, Synergy_Loewe=-13.7, Synergy_HSA=-7.42. (4) Synergy scores: CSS=-0.108, Synergy_ZIP=0.340, Synergy_Bliss=-0.442, Synergy_Loewe=-6.18, Synergy_HSA=-3.99. Cell line: MALME-3M. Drug 1: CN(C)N=NC1=C(NC=N1)C(=O)N. Drug 2: CS(=O)(=O)OCCCCOS(=O)(=O)C. (5) Drug 1: C1CCN(CC1)CCOC2=CC=C(C=C2)C(=O)C3=C(SC4=C3C=CC(=C4)O)C5=CC=C(C=C5)O. Drug 2: C1=NC2=C(N=C(N=C2N1C3C(C(C(O3)CO)O)O)F)N. Cell line: BT-549. Synergy scores: CSS=-4.86, Synergy_ZIP=1.72, Synergy_Bliss=-1.80, Synergy_Loewe=-5.62, Synergy_HSA=-5.08. (6) Drug 1: CC(C1=C(C=CC(=C1Cl)F)Cl)OC2=C(N=CC(=C2)C3=CN(N=C3)C4CCNCC4)N. Drug 2: CC1=CC2C(CCC3(C2CCC3(C(=O)C)OC(=O)C)C)C4(C1=CC(=O)CC4)C. Cell line: NCI/ADR-RES. Synergy scores: CSS=-1.15, Synergy_ZIP=0.231, Synergy_Bliss=-1.88, Synergy_Loewe=-2.89, Synergy_HSA=-2.98. (7) Drug 1: CCC1(CC2CC(C3=C(CCN(C2)C1)C4=CC=CC=C4N3)(C5=C(C=C6C(=C5)C78CCN9C7C(C=CC9)(C(C(C8N6C=O)(C(=O)OC)O)OC(=O)C)CC)OC)C(=O)OC)O.OS(=O)(=O)O. Drug 2: C1C(C(OC1N2C=NC3=C2NC=NCC3O)CO)O. Cell line: MDA-MB-435. Synergy scores: CSS=16.0, Synergy_ZIP=-0.620, Synergy_Bliss=-0.557, Synergy_Loewe=-26.9, Synergy_HSA=-1.14.